Dataset: Full USPTO retrosynthesis dataset with 1.9M reactions from patents (1976-2016). Task: Predict the reactants needed to synthesize the given product. Given the product [NH2:53][CH2:52][CH2:51][O:50][CH2:49][CH2:48][O:47][CH2:46][CH2:45][O:44][CH2:43][CH2:42][O:41][CH2:40][CH2:39][O:38][CH2:37][CH2:36][O:35][CH2:34][CH2:33][CH2:32][C:29]1[CH:30]=[CH:31][C:26]([S:23]([NH:22][CH2:21][C:20]2[CH:19]=[CH:18][C:17]([C:15]([NH:14][C:10]3[CH:9]=[N:8][CH:13]=[CH:12][CH:11]=3)=[O:16])=[CH:62][CH:61]=2)(=[O:24])=[O:25])=[CH:27][CH:28]=1, predict the reactants needed to synthesize it. The reactants are: FC(F)(F)C(O)=O.[N:8]1[CH:13]=[CH:12][CH:11]=[C:10]([NH:14][C:15]([C:17]2[CH:62]=[CH:61][C:20]([CH2:21][NH:22][S:23]([C:26]3[CH:31]=[CH:30][C:29]([CH2:32][CH2:33][CH2:34][O:35][CH2:36][CH2:37][O:38][CH2:39][CH2:40][O:41][CH2:42][CH2:43][O:44][CH2:45][CH2:46][O:47][CH2:48][CH2:49][O:50][CH2:51][CH2:52][NH:53]C(=O)OC(C)(C)C)=[CH:28][CH:27]=3)(=[O:25])=[O:24])=[CH:19][CH:18]=2)=[O:16])[CH:9]=1.